This data is from Full USPTO retrosynthesis dataset with 1.9M reactions from patents (1976-2016). The task is: Predict the reactants needed to synthesize the given product. Given the product [CH3:1][O:2][C:3]([C:5]1[N:6]([CH3:13])[N:7]=[CH:8][C:9]=1[N+:10]([O-:12])=[O:11])=[O:4], predict the reactants needed to synthesize it. The reactants are: [CH3:1][O:2][C:3]([C:5]1[C:9]([N+:10]([O-:12])=[O:11])=[CH:8][NH:7][N:6]=1)=[O:4].[C:13](=O)([O-])[O-].[Cs+].[Cs+].